Task: Predict the reactants needed to synthesize the given product.. Dataset: Full USPTO retrosynthesis dataset with 1.9M reactions from patents (1976-2016) (1) Given the product [Cl:1][C:2]1[C:12]([Cl:14])=[CH:11][CH:10]=[CH:9][C:3]=1[O:4][CH2:5][CH2:6][CH2:7][NH2:8], predict the reactants needed to synthesize it. The reactants are: [Cl:1][C:2]1[CH:12]=[CH:11][CH:10]=[C:9](Cl)[C:3]=1[O:4][CH2:5][CH2:6][CH2:7][NH2:8].[Cl:14]C1C(Cl)=CC=CC=1O.ClC1C=CC=C(Cl)C=1O. (2) Given the product [Cl:1][C:2]1[C:3]([N:8]2[CH2:17][CH2:16][C:15]3[C:14]([NH:18][C:19]4[CH:27]=[C:26]5[C:22]([C:23]([CH3:32])([CH3:31])[CH2:24][NH:25]5)=[CH:21][CH:20]=4)=[N:13][CH:12]=[N:11][C:10]=3[CH2:9]2)=[N:4][CH:5]=[CH:6][CH:7]=1, predict the reactants needed to synthesize it. The reactants are: [Cl:1][C:2]1[C:3]([N:8]2[CH2:17][CH2:16][C:15]3[C:14]([NH:18][C:19]4[CH:27]=[C:26]5[C:22]([C:23]([CH3:32])([CH3:31])[CH2:24][N:25]5C(=O)C)=[CH:21][CH:20]=4)=[N:13][CH:12]=[N:11][C:10]=3[CH2:9]2)=[N:4][CH:5]=[CH:6][CH:7]=1.Cl. (3) Given the product [O:12]1[CH2:13][CH2:14][CH:9]([O:8][C:4]2[CH:3]=[C:2]([B:18]([OH:19])[OH:17])[CH:7]=[CH:6][N:5]=2)[CH2:10][CH2:11]1, predict the reactants needed to synthesize it. The reactants are: Br[C:2]1[CH:7]=[CH:6][N:5]=[C:4]([O:8][CH:9]2[CH2:14][CH2:13][O:12][CH2:11][CH2:10]2)[CH:3]=1.CC1(C)C(C)(C)[O:19][B:18](B2OC(C)(C)C(C)(C)O2)[O:17]1.C([O-])(=O)C.[K+]. (4) Given the product [CH3:20][C:4]1[CH:3]=[C:2]([CH3:1])[N:7]=[N:6][C:5]=1[NH2:10], predict the reactants needed to synthesize it. The reactants are: [CH3:1][C:2]1[CH:3]=[C:4]([CH3:20])[C:5]2[N:6](C=[N+](CC(=O)C3C=CC=CC=3)[N:10]=2)[N:7]=1.[OH-].[Na+]. (5) Given the product [CH2:53]([N:52]([CH2:63][CH3:64])[CH2:51][CH2:49][N:48]1[CH2:28][CH2:27][N:26]([C:24]([C:22]2[CH:21]=[CH:20][C:18]3[NH:19][C:15]([CH2:14][N:3]([CH2:1][CH3:2])[CH:4]4[C:13]5[N:12]=[CH:11][CH:10]=[CH:9][C:8]=5[CH2:7][CH2:6][CH2:5]4)=[N:16][C:17]=3[CH:23]=2)=[O:25])[CH2:46][CH2:47]1)[CH3:54], predict the reactants needed to synthesize it. The reactants are: [CH2:1]([N:3]([CH2:14][C:15]1[NH:19][C:18]2[CH:20]=[CH:21][C:22]([C:24]([NH:26][CH2:27][CH2:28]C3N=CNC=3)=[O:25])=[CH:23][C:17]=2[N:16]=1)[CH:4]1[C:13]2[N:12]=[CH:11][CH:10]=[CH:9][C:8]=2[CH2:7][CH2:6][CH2:5]1)[CH3:2].FC1C(OC(C2C=C[C:47]3[NH:48][C:49]([CH2:51][N:52]([CH2:63][CH3:64])[CH:53]4C5N=CC=CC=5CC[CH2:54]4)=N[C:46]=3C=2)=O)=C(F)C(F)=C(F)C=1F.C(N(CC)CCN1CCNCC1)C.